Dataset: Full USPTO retrosynthesis dataset with 1.9M reactions from patents (1976-2016). Task: Predict the reactants needed to synthesize the given product. (1) The reactants are: C(OOC(C)(C)C)(C)(C)C.[CH3:11][S:12]([O:15][C:16]1[CH:21]=[CH:20][C:19]([C:22]2([C:30]3[CH:35]=[CH:34][C:33]([F:36])=[C:32]([Br:37])[CH:31]=3)[C:26](=[O:27])[N:25]([CH3:28])[C:24](=S)[NH:23]2)=[CH:18][CH:17]=1)(=[O:14])=[O:13].CO.[OH-].[NH4+:41]. Given the product [CH3:11][S:12]([O:15][C:16]1[CH:21]=[CH:20][C:19]([C:22]2([C:30]3[CH:35]=[CH:34][C:33]([F:36])=[C:32]([Br:37])[CH:31]=3)[C:26](=[O:27])[N:25]([CH3:28])[C:24]([NH2:41])=[N:23]2)=[CH:18][CH:17]=1)(=[O:14])=[O:13], predict the reactants needed to synthesize it. (2) Given the product [O:24]=[C:23]1[NH:22][N:21]=[C:20]([CH2:25][CH2:26][CH3:27])/[C:19]/1=[C:11]1/[NH:12][C:13]2[C:18]([C:9]([S:8][C:5]3[CH:4]=[CH:3][C:2]([NH:1][C:33]([C:29]4[S:28][CH:32]=[CH:31][CH:30]=4)=[O:34])=[CH:7][CH:6]=3)=[CH:10]/1)=[CH:17][CH:16]=[CH:15][CH:14]=2, predict the reactants needed to synthesize it. The reactants are: [NH2:1][C:2]1[CH:7]=[CH:6][C:5]([S:8][C:9]2[C:18]3[C:13](=[CH:14][CH:15]=[CH:16][CH:17]=3)[NH:12]/[C:11](=[C:19]3/[C:20]([CH2:25][CH2:26][CH3:27])=[N:21][NH:22][C:23]/3=[O:24])/[CH:10]=2)=[CH:4][CH:3]=1.[S:28]1[CH:32]=[CH:31][CH:30]=[C:29]1[C:33](Cl)=[O:34]. (3) Given the product [C:1]([O:4][CH2:5][C:6]1[C:11]([F:12])=[CH:10][C:9]([S:20](=[O:22])(=[O:19])[NH2:15])=[CH:8][C:7]=1[Cl:14])(=[O:3])[CH3:2], predict the reactants needed to synthesize it. The reactants are: [C:1]([O:4][CH2:5][C:6]1[C:11]([F:12])=[CH:10][C:9](N)=[CH:8][C:7]=1[Cl:14])(=[O:3])[CH3:2].[N:15]([O-])=O.[Na+].[O-:19][S:20]([O-:22])=O.[Na+].[Na+]. (4) Given the product [CH3:7][C:4]1[C:3]([C:8]2[S:9][C:10]3[CH:16]=[C:15]([S:17]([N:25]4[CH2:26][CH2:27][N:22]([CH3:21])[CH2:23][CH2:24]4)(=[O:19])=[O:18])[CH:14]=[CH:13][C:11]=3[N:12]=2)=[C:2]([NH2:1])[NH:6][N:5]=1, predict the reactants needed to synthesize it. The reactants are: [NH2:1][C:2]1[NH:6][N:5]=[C:4]([CH3:7])[C:3]=1[C:8]1[S:9][C:10]2[CH:16]=[C:15]([S:17](Cl)(=[O:19])=[O:18])[CH:14]=[CH:13][C:11]=2[N:12]=1.[CH3:21][N:22]1[CH2:27][CH2:26][NH:25][CH2:24][CH2:23]1.